Task: Regression/Classification. Given a drug SMILES string, predict its absorption, distribution, metabolism, or excretion properties. Task type varies by dataset: regression for continuous measurements (e.g., permeability, clearance, half-life) or binary classification for categorical outcomes (e.g., BBB penetration, CYP inhibition). Dataset: cyp1a2_veith.. Dataset: CYP1A2 inhibition data for predicting drug metabolism from PubChem BioAssay The drug is CCN(CC(=O)NC1CCS(=O)(=O)C1)c1ccc(S(C)(=O)=O)cc1[N+](=O)[O-]. The result is 0 (non-inhibitor).